Dataset: Forward reaction prediction with 1.9M reactions from USPTO patents (1976-2016). Task: Predict the product of the given reaction. (1) Given the reactants Cl[C:2]1[C:7]([Cl:8])=[CH:6][CH:5]=[CH:4][N:3]=1.[Cl:9][C:10]1[CH:14]=[CH:13][NH:12][N:11]=1.C(=O)([O-])[O-].[K+].[K+], predict the reaction product. The product is: [Cl:8][C:7]1[C:2]([N:12]2[CH:13]=[CH:14][C:10]([Cl:9])=[N:11]2)=[N:3][CH:4]=[CH:5][CH:6]=1. (2) Given the reactants [Cl:1][C:2]1[CH:7]=[CH:6][C:5]([CH:8](O)[C:9]2[C:10]([C:24]([O:26][CH2:27][CH3:28])=[O:25])=[N:11][N:12]([CH2:15][C:16]3[CH:21]=[CH:20][C:19]([O:22][CH3:23])=[CH:18][CH:17]=3)[C:13]=2[CH3:14])=[CH:4][CH:3]=1.[NH2:30][C:31]1[CH:32]=[C:33]([CH3:39])[C:34](=[O:38])[N:35]([CH3:37])[CH:36]=1, predict the reaction product. The product is: [Cl:1][C:2]1[CH:7]=[CH:6][C:5]([CH:8]([NH:30][C:31]2[CH:32]=[C:33]([CH3:39])[C:34](=[O:38])[N:35]([CH3:37])[CH:36]=2)[C:9]2[C:10]([C:24]([O:26][CH2:27][CH3:28])=[O:25])=[N:11][N:12]([CH2:15][C:16]3[CH:21]=[CH:20][C:19]([O:22][CH3:23])=[CH:18][CH:17]=3)[C:13]=2[CH3:14])=[CH:4][CH:3]=1. (3) Given the reactants [CH2:1]([O:3][C:4]1[CH:13]=[C:12]2[C:7]([C:8]([CH2:16][CH3:17])=[CH:9][C:10]([CH3:15])([CH3:14])[O:11]2)=[CH:6][C:5]=1/[C:18](/[CH3:26])=[C:19](/[F:25])\[C:20](OCC)=[O:21])[CH3:2].[H-].C([Al+]CC(C)C)C(C)C, predict the reaction product. The product is: [CH2:1]([O:3][C:4]1[CH:13]=[C:12]2[C:7]([C:8]([CH2:16][CH3:17])=[CH:9][C:10]([CH3:14])([CH3:15])[O:11]2)=[CH:6][C:5]=1/[C:18](/[CH3:26])=[C:19](/[F:25])\[CH2:20][OH:21])[CH3:2]. (4) The product is: [Br:1][C:2]1[N:7]=[C:6]([N:8]([CH2:15][C:14]2[CH:17]=[CH:18][C:11]([O:10][CH3:9])=[CH:12][CH:13]=2)[CH2:15][C:14]2[CH:17]=[CH:18][C:11]([O:10][CH3:9])=[CH:12][CH:13]=2)[CH:5]=[CH:4][CH:3]=1. Given the reactants [Br:1][C:2]1[N:7]=[C:6]([NH2:8])[CH:5]=[CH:4][CH:3]=1.[CH3:9][O:10][C:11]1[CH:18]=[CH:17][C:14]([CH2:15]Cl)=[CH:13][CH:12]=1.[H-].[Na+], predict the reaction product. (5) The product is: [NH2:39][C:36]1[N:37]=[CH:38][C:33]([C:15]2[N:14]=[C:13]3[C:18]([N:19]=[C:20]([N:21]4[CH2:26][CH2:25][N:24]([C:42]([N:41]([CH3:45])[CH3:40])=[O:46])[CH2:23][CH2:22]4)[N:12]3[CH2:8][CH:9]([CH3:11])[CH3:10])=[C:17]([N:27]3[CH2:32][CH2:31][O:30][CH2:29][CH2:28]3)[N:16]=2)=[CH:34][N:35]=1. Given the reactants C(N(CC)CC)C.[CH2:8]([N:12]1[C:20]([N:21]2[CH2:26][CH2:25][NH:24][CH2:23][CH2:22]2)=[N:19][C:18]2[C:13]1=[N:14][C:15]([C:33]1[CH:34]=[N:35][C:36]([NH2:39])=[N:37][CH:38]=1)=[N:16][C:17]=2[N:27]1[CH2:32][CH2:31][O:30][CH2:29][CH2:28]1)[CH:9]([CH3:11])[CH3:10].[CH3:40][N:41]1[CH2:45]CC[C:42]1=[O:46], predict the reaction product. (6) Given the reactants [Cl:1][C:2]1[CH:3]=[C:4]([N+:23]([O-])=O)[CH:5]=[C:6]2[C:11]=1[N:10]=[CH:9][C:8]([C:12]#[N:13])=[C:7]2[NH:14][C:15]1[CH:20]=[CH:19][C:18]([F:21])=[C:17]([Cl:22])[CH:16]=1.O.O.[Sn](Cl)(Cl)(Cl)Cl, predict the reaction product. The product is: [NH2:23][C:4]1[CH:5]=[C:6]2[C:11](=[C:2]([Cl:1])[CH:3]=1)[N:10]=[CH:9][C:8]([C:12]#[N:13])=[C:7]2[NH:14][C:15]1[CH:20]=[CH:19][C:18]([F:21])=[C:17]([Cl:22])[CH:16]=1.